This data is from Forward reaction prediction with 1.9M reactions from USPTO patents (1976-2016). The task is: Predict the product of the given reaction. Given the reactants [CH3:1][C:2]1[C:7]2[NH:8][C:9](=[O:12])[CH2:10][O:11][C:6]=2[CH:5]=[CH:4][C:3]=1B1OC(C)(C)C(C)(C)O1.[CH2:22]([O:29][CH2:30][C:31]([F:48])([F:47])[CH2:32][N:33]1[C:37]([C:38]2[CH:43]=[CH:42][C:41]([F:44])=[CH:40][CH:39]=2)=[C:36](Br)[C:35]([CH3:46])=[N:34]1)[C:23]1[CH:28]=[CH:27][CH:26]=[CH:25][CH:24]=1.[K].O, predict the reaction product. The product is: [CH2:22]([O:29][CH2:30][C:31]([F:47])([F:48])[CH2:32][N:33]1[C:37]([C:38]2[CH:39]=[CH:40][C:41]([F:44])=[CH:42][CH:43]=2)=[C:36]([C:3]2[CH:4]=[CH:5][C:6]3[O:11][CH2:10][C:9](=[O:12])[NH:8][C:7]=3[C:2]=2[CH3:1])[C:35]([CH3:46])=[N:34]1)[C:23]1[CH:28]=[CH:27][CH:26]=[CH:25][CH:24]=1.